Dataset: Reaction yield outcomes from USPTO patents with 853,638 reactions. Task: Predict the reaction yield, written as a fraction of the theoretical maximum amount of product (1.0 means a 100% yield; for example, 0.34 means a 34% yield). (1) The reactants are [Br:1][C:2]1[CH:3]=[CH:4][C:5]([F:13])=[C:6]([C:8](=O)[CH:9]([F:11])[F:10])[CH:7]=1.[C:14]([S@:18]([NH2:20])=[O:19])([CH3:17])([CH3:16])[CH3:15]. No catalyst specified. The product is [Br:1][C:2]1[CH:3]=[CH:4][C:5]([F:13])=[C:6](/[C:8](=[N:20]\[S@@:18]([C:14]([CH3:17])([CH3:16])[CH3:15])=[O:19])/[CH:9]([F:11])[F:10])[CH:7]=1. The yield is 0.770. (2) The reactants are [C:1]([O:5][C:6]([NH:8][C:9]1[S:10][C:11]([C:14]([OH:16])=O)=[CH:12][N:13]=1)=[O:7])([CH3:4])([CH3:3])[CH3:2].O.O[N:19]1[C:23]2C=CC=CC=2N=N1.C(N(CC)C(C)C)(C)C.Cl.CN. The catalyst is C(#N)C. The product is [CH3:23][NH:19][C:14]([C:11]1[S:10][C:9]([NH:8][C:6](=[O:7])[O:5][C:1]([CH3:2])([CH3:3])[CH3:4])=[N:13][CH:12]=1)=[O:16]. The yield is 0.730. (3) The reactants are C(NC(C)C)(C)C.C([Li])CCC.[C:13]([O:20][CH2:21][CH3:22])(=[O:19])[CH2:14][CH2:15][CH2:16][CH2:17][CH3:18].[CH3:23][C:24]([CH3:29])([CH3:28])[C:25](Cl)=[O:26]. The catalyst is O1CCCC1.CCCCCC.CN1CCCN(C)C1=O. The product is [CH2:15]([CH:14]([C:25]([C:24]([CH3:29])([CH3:28])[CH3:23])=[O:26])[C:13]([O:20][CH2:21][CH3:22])=[O:19])[CH2:16][CH2:17][CH3:18]. The yield is 0.630. (4) The reactants are C(O[CH2:5][C:6]1[C:11]([CH3:12])=[C:10]([O:13][CH2:14][CH3:15])[CH:9]=[CH:8][N:7]=1)(=O)C.S(Cl)(Cl)=O.[SH:20][C:21]1[NH:22][C:23]2[CH:29]=[CH:28][CH:27]=[CH:26][C:24]=2[N:25]=1.C[O-].[Na+]. The catalyst is C(Cl)(Cl)Cl.CO. The product is [CH2:14]([O:13][C:10]1[CH:9]=[CH:8][N:7]=[C:6]([CH2:5][S:20][C:21]2[NH:25][C:24]3[CH:26]=[CH:27][CH:28]=[CH:29][C:23]=3[N:22]=2)[C:11]=1[CH3:12])[CH3:15]. The yield is 0.0790. (5) The reactants are [F:1][C:2]1[CH:3]=[CH:4][C:5]2[O:9][CH:8]([CH2:10][OH:11])[CH2:7][C:6]=2[CH:12]=1.[H-].[Na+].[CH3:15]I. The catalyst is CN(C)C=O.O. The product is [F:1][C:2]1[CH:3]=[CH:4][C:5]2[O:9][CH:8]([CH2:10][O:11][CH3:15])[CH2:7][C:6]=2[CH:12]=1. The yield is 0.595.